Dataset: Reaction yield outcomes from USPTO patents with 853,638 reactions. Task: Predict the reaction yield, written as a fraction of the theoretical maximum amount of product (1.0 means a 100% yield; for example, 0.34 means a 34% yield). (1) The reactants are [CH3:1][C:2]1[CH:10]=[CH:9][C:5]([C:6](Cl)=O)=[CH:4][CH:3]=1.[CH3:11][C:12]1[CH:13]=[C:14]([NH2:19])[C:15]([NH2:18])=[CH:16][CH:17]=1.C(N(CC)CC)C. The catalyst is ClCCl. The product is [CH3:11][C:12]1[CH:17]=[CH:16][C:15]2[NH:18][C:6]([C:5]3[CH:9]=[CH:10][C:2]([CH3:1])=[CH:3][CH:4]=3)=[N:19][C:14]=2[CH:13]=1. The yield is 0.320. (2) The reactants are Br[CH2:2][CH2:3][N:4]1[C:8]([CH2:9]Br)=[CH:7][C:6]([N+:11]([O-:13])=[O:12])=[N:5]1.[CH3:14][NH2:15]. The catalyst is C1COCC1. The product is [CH3:14][N:15]1[CH2:2][CH2:3][N:4]2[N:5]=[C:6]([N+:11]([O-:13])=[O:12])[CH:7]=[C:8]2[CH2:9]1. The yield is 0.970. (3) The reactants are Cl.Cl[C:3]1[C:12]2[C:7](=[CH:8][C:9]([O:15][CH2:16][CH:17]3[CH2:22][CH2:21][CH2:20][N:19]([CH3:23])[CH2:18]3)=[C:10]([O:13][CH3:14])[CH:11]=2)[N:6]=[CH:5][N:4]=1.[NH2:24][C:25]1[CH:26]=[C:27]([NH:32][C:33]([C:35]2[CH:40]=[CH:39][N:38]=[C:37]([N:41]3[CH2:46][CH2:45][O:44][CH2:43][CH2:42]3)[CH:36]=2)=[O:34])[CH:28]=[CH:29][C:30]=1[CH3:31]. The catalyst is C(OCC)C. The product is [CH3:14][O:13][C:10]1[CH:11]=[C:12]2[C:7](=[CH:8][C:9]=1[O:15][CH2:16][CH:17]1[CH2:22][CH2:21][CH2:20][N:19]([CH3:23])[CH2:18]1)[N:6]=[CH:5][N:4]=[C:3]2[NH:24][C:25]1[CH:26]=[C:27]([NH:32][C:33]([C:35]2[CH:40]=[CH:39][N:38]=[C:37]([N:41]3[CH2:46][CH2:45][O:44][CH2:43][CH2:42]3)[CH:36]=2)=[O:34])[CH:28]=[CH:29][C:30]=1[CH3:31]. The yield is 0.340. (4) The reactants are [Cl:1][C:2]1[CH:40]=[CH:39][C:5]2[N:6]([C:20](=[O:38])[C:21]3[CH:26]=[CH:25][C:24]([NH:27][C:28](=[O:36])[C:29]4[CH:34]=[CH:33][CH:32]=[CH:31][C:30]=4[CH3:35])=[CH:23][C:22]=3[CH3:37])[CH2:7][CH2:8][CH2:9][CH:10]([O:11][C:12]([CH2:14][CH2:15][CH2:16][C:17]([OH:19])=[O:18])=[O:13])[C:4]=2[CH:3]=1.C(=O)([O-])O.[Na+:45]. The catalyst is CC(C)=O. The product is [Cl:1][C:2]1[CH:40]=[CH:39][C:5]2[N:6]([C:20](=[O:38])[C:21]3[CH:26]=[CH:25][C:24]([NH:27][C:28](=[O:36])[C:29]4[CH:34]=[CH:33][CH:32]=[CH:31][C:30]=4[CH3:35])=[CH:23][C:22]=3[CH3:37])[CH2:7][CH2:8][CH2:9][CH:10]([O:11][C:12]([CH2:14][CH2:15][CH2:16][C:17]([O-:19])=[O:18])=[O:13])[C:4]=2[CH:3]=1.[Na+:45]. The yield is 0.450. (5) The reactants are [Cl:1][C:2]1[CH:3]=[C:4]([CH:18]=[CH:19][C:20]=1[O:21][CH3:22])[CH2:5][NH:6][C:7]1[C:12]([C:13]([OH:15])=O)=[CH:11][N:10]=[C:9]([S:16][CH3:17])[N:8]=1.[N:23]1[CH:28]=[CH:27][CH:26]=[N:25][C:24]=1[CH2:29][NH2:30].CN(C(ON1N=NC2C=CC=NC1=2)=[N+](C)C)C.F[P-](F)(F)(F)(F)F.CCN(C(C)C)C(C)C. The catalyst is CN(C=O)C. The product is [Cl:1][C:2]1[CH:3]=[C:4]([CH:18]=[CH:19][C:20]=1[O:21][CH3:22])[CH2:5][NH:6][C:7]1[C:12]([C:13]([NH:30][CH2:29][C:24]2[N:25]=[CH:26][CH:27]=[CH:28][N:23]=2)=[O:15])=[CH:11][N:10]=[C:9]([S:16][CH3:17])[N:8]=1. The yield is 0.130. (6) The yield is 0.660. The reactants are [C:1]([C:5]1[N:6]([CH3:17])[C:7]2[C:12]([CH:13]=1)=[CH:11][C:10]([N+:14]([O-])=O)=[CH:9][CH:8]=2)([CH3:4])([CH3:3])[CH3:2]. The product is [C:1]([C:5]1[N:6]([CH3:17])[C:7]2[C:12]([CH:13]=1)=[CH:11][C:10]([NH2:14])=[CH:9][CH:8]=2)([CH3:4])([CH3:2])[CH3:3]. The catalyst is CO.[Ni].